This data is from Full USPTO retrosynthesis dataset with 1.9M reactions from patents (1976-2016). The task is: Predict the reactants needed to synthesize the given product. (1) Given the product [CH2:23]([N:4]([CH2:1][CH2:2][CH3:3])[C:5]([C:7]1[CH:8]=[C:9]([CH:14]=[C:15]([C:17]#[CH:18])[CH:16]=1)[C:10]([OH:12])=[O:11])=[O:6])[CH2:24][CH3:25], predict the reactants needed to synthesize it. The reactants are: [CH2:1]([N:4]([CH2:23][CH2:24][CH3:25])[C:5]([C:7]1[CH:8]=[C:9]([CH:14]=[C:15]([C:17]#[C:18][Si](C)(C)C)[CH:16]=1)[C:10]([O:12]C)=[O:11])=[O:6])[CH2:2][CH3:3].[OH-].[K+]. (2) Given the product [CH3:32][C:33]1([CH3:41])[O:38][CH2:37][CH:36]([CH2:39][O:40][C:44]2[C:45]([CH3:66])=[CH:46][C:47]([C:49]3[N:53]=[C:52]([C:54]4[S:61][C:60]([CH3:62])=[C:59]5[C:55]=4[CH2:56][C@H:57]4[C:63]([CH3:64])([CH3:65])[C@H:58]45)[O:51][N:50]=3)=[CH:48][C:43]=2[CH3:42])[CH2:35][O:34]1, predict the reactants needed to synthesize it. The reactants are: C1(P(C2C=CC=CC=2)C2C=CC=CC=2)C=CC=CC=1.CCOC(/N=N/C(OCC)=O)=O.[CH3:32][C:33]1([CH3:41])[O:38][CH2:37][CH:36]([CH2:39][OH:40])[CH2:35][O:34]1.[CH3:42][C:43]1[CH:48]=[C:47]([C:49]2[N:53]=[C:52]([C:54]3[S:61][C:60]([CH3:62])=[C:59]4[C:55]=3[CH2:56][C@H:57]3[C:63]([CH3:65])([CH3:64])[C@H:58]34)[O:51][N:50]=2)[CH:46]=[C:45]([CH3:66])[C:44]=1O. (3) Given the product [O:1]1[C:6]2[CH:7]=[CH:8][C:9]([S:11][C:12]3[CH:17]=[CH:16][C:15]([C:18]4[CH:19]=[CH:20][N:21]=[C:22]([N:40]5[CH2:41][CH2:42][CH:38]([NH:37][C:34](=[O:36])[CH3:35])[CH2:39]5)[CH:23]=4)=[CH:14][C:13]=3[C:24]([F:25])([F:26])[F:27])=[CH:10][C:5]=2[O:4][CH2:3][CH2:2]1, predict the reactants needed to synthesize it. The reactants are: [O:1]1[C:6]2[CH:7]=[CH:8][C:9]([S:11][C:12]3[CH:17]=[CH:16][C:15]([C:18]4[CH:23]=[CH:22][N:21]=[CH:20][CH:19]=4)=[CH:14][C:13]=3[C:24]([F:27])([F:26])[F:25])=[CH:10][C:5]=2[O:4][CH2:3][CH2:2]1.OC1CCNC1.[C:34]([NH:37][CH:38]1[CH2:42][CH2:41][NH:40][CH2:39]1)(=[O:36])[CH3:35]. (4) Given the product [N:16]1([CH:12]([NH:7][C:6]2[CH:8]=[CH:9][C:3]([C:2]([F:10])([F:11])[F:1])=[CH:4][CH:5]=2)[CH2:13][CH3:14])[C:20]2[CH:21]=[CH:22][CH:23]=[CH:24][C:19]=2[N:18]=[N:17]1, predict the reactants needed to synthesize it. The reactants are: [F:1][C:2]([F:11])([F:10])[C:3]1[CH:9]=[CH:8][C:6]([NH2:7])=[CH:5][CH:4]=1.[CH:12](=O)[CH2:13][CH3:14].[NH:16]1[C:20]2[CH:21]=[CH:22][CH:23]=[CH:24][C:19]=2[N:18]=[N:17]1.C1(C)C=CC=CC=1.